From a dataset of Full USPTO retrosynthesis dataset with 1.9M reactions from patents (1976-2016). Predict the reactants needed to synthesize the given product. (1) Given the product [CH:14]1[C:15]2[C:20](=[CH:19][CH:18]=[CH:17][CH:16]=2)[CH:21]=[CH:22][C:13]=1[CH2:12][CH2:11][O:10][CH2:9][C:8]1[NH:23][C:24](=[O:25])[C:26]2[C:31](=[N:30][CH:29]=[CH:28][N:27]=2)[N:7]=1, predict the reactants needed to synthesize it. The reactants are: C([O-])([O-])=O.[K+].[K+].[NH:7]=[C:8]([NH:23][C:24]([C:26]1[C:31](Cl)=[N:30][CH:29]=[CH:28][N:27]=1)=[O:25])[CH2:9][O:10][CH2:11][CH2:12][C:13]1[CH:22]=[CH:21][C:20]2[C:15](=[CH:16][CH:17]=[CH:18][CH:19]=2)[CH:14]=1.Cl. (2) Given the product [Br:1][C:2]1[CH:10]=[C:9]2[C:5]([CH:6]=[N:7][NH:8]2)=[C:4]([C:20]2[O:21][C:22]([CH2:25][NH:38][CH2:37][CH2:36][CH2:35][N:29]3[CH2:34][CH2:33][O:32][CH2:31][CH2:30]3)=[N:23][N:24]=2)[CH:3]=1, predict the reactants needed to synthesize it. The reactants are: [Br:1][C:2]1[CH:10]=[C:9]2[C:5]([CH:6]=[N:7][N:8]2S(C2C=CC=CC=2)(=O)=O)=[C:4]([C:20]2[O:21][C:22]([CH2:25]Cl)=[N:23][N:24]=2)[CH:3]=1.[I-].[Na+].[N:29]1([CH2:35][CH2:36][CH2:37][NH2:38])[CH2:34][CH2:33][O:32][CH2:31][CH2:30]1.CCN(C(C)C)C(C)C. (3) Given the product [N+:27]([C:20]1[CH:19]=[CH:18][C:17]([NH:16][C:13]([CH:11]2[CH2:10][S:9][C:8]([C:4]3[CH:5]=[CH:6][CH:7]=[C:2]([Cl:1])[CH:3]=3)=[N:12]2)=[O:15])=[CH:22][C:21]=1[C:23]([F:24])([F:25])[F:26])([O-:29])=[O:28], predict the reactants needed to synthesize it. The reactants are: [Cl:1][C:2]1[CH:3]=[C:4]([C:8]2[S:9][CH2:10][CH:11]([C:13]([OH:15])=O)[N:12]=2)[CH:5]=[CH:6][CH:7]=1.[NH2:16][C:17]1[CH:18]=[CH:19][C:20]([N+:27]([O-:29])=[O:28])=[C:21]([C:23]([F:26])([F:25])[F:24])[CH:22]=1.CCN(C(C)C)C(C)C.C1CN([P+](Br)(N2CCCC2)N2CCCC2)CC1.F[P-](F)(F)(F)(F)F.